From a dataset of Full USPTO retrosynthesis dataset with 1.9M reactions from patents (1976-2016). Predict the reactants needed to synthesize the given product. Given the product [Br:1][C:2]1[S:3][C:4]([CH2:8][OH:9])=[C:5]([CH3:7])[N:6]=1, predict the reactants needed to synthesize it. The reactants are: [Br:1][C:2]1[S:3][C:4]([C:8](OCC)=[O:9])=[C:5]([CH3:7])[N:6]=1.[BH4-].[Na+].